From a dataset of Reaction yield outcomes from USPTO patents with 853,638 reactions. Predict the reaction yield, written as a fraction of the theoretical maximum amount of product (1.0 means a 100% yield; for example, 0.34 means a 34% yield). (1) The reactants are C([N-]C(C)C)(C)C.[Li+].C1COCC1.CCCCCCC.[F:21][C:22]1[CH:23]=[CH:24][C:25]([O:30][CH3:31])=[C:26]([CH:29]=1)[CH:27]=[O:28].[CH3:32][N:33]([CH3:36])[CH:34]=[S:35]. The catalyst is C1COCC1. The product is [F:21][C:22]1[CH:23]=[CH:24][C:25]([O:30][CH3:31])=[C:26]([CH:27]([OH:28])[C:34](=[S:35])[N:33]([CH3:36])[CH3:32])[CH:29]=1. The yield is 0.280. (2) The reactants are [Br:1][C:2]1[CH:7]=[CH:6][C:5]([C:8]([NH2:11])([CH3:10])[CH3:9])=[CH:4][CH:3]=1.Cl.[O:13](C(OC(C)(C)C)=O)[C:14]([O:16][C:17]([CH3:20])([CH3:19])[CH3:18])=O. The catalyst is C(Cl)Cl. The product is [Br:1][C:2]1[CH:3]=[CH:4][C:5]([C:8]([NH:11][C:14](=[O:13])[O:16][C:17]([CH3:20])([CH3:19])[CH3:18])([CH3:9])[CH3:10])=[CH:6][CH:7]=1. The yield is 0.900. (3) The reactants are [Cl:1][C:2]1[C:3](=[O:27])[N:4]([C:10]2[CH:15]=[C:14]([C:16]3[CH:21]=[CH:20][N:19]=[C:18]([C:22]([OH:25])([CH3:24])[CH3:23])[N:17]=3)[CH:13]=[CH:12][C:11]=2[CH3:26])[C:5]([CH3:9])=[N:6][C:7]=1[OH:8].Cl[CH2:29][C:30]1[CH:35]=[CH:34][C:33]([F:36])=[C:32]([CH3:37])[C:31]=1[F:38].C(=O)([O-])[O-].[K+].[K+].C1OCCOCCOCCOCCOCCOC1. The catalyst is CN(C)C=O. The product is [Cl:1][C:2]1[C:3](=[O:27])[N:4]([C:10]2[CH:15]=[C:14]([C:16]3[CH:21]=[CH:20][N:19]=[C:18]([C:22]([OH:25])([CH3:23])[CH3:24])[N:17]=3)[CH:13]=[CH:12][C:11]=2[CH3:26])[C:5]([CH3:9])=[N:6][C:7]=1[O:8][CH2:29][C:30]1[CH:35]=[CH:34][C:33]([F:36])=[C:32]([CH3:37])[C:31]=1[F:38]. The yield is 0.370. (4) The reactants are C([SiH](CC)CC)C.FC(F)(F)C(O)=O.[CH3:15][N:16]([C:41]1[S:42][C:43]([C:46]2[CH:47]=[N:48][CH:49]=[CH:50][CH:51]=2)=[N:44][N:45]=1)[C:17](=[O:40])[CH2:18][CH2:19][S:20]C(C1C=CC=CC=1)(C1C=CC=CC=1)C1C=CC=CC=1. The catalyst is ClCCl.C(=O)(O)[O-].[Na+]. The product is [SH:20][CH2:19][CH2:18][C:17]([N:16]([CH3:15])[C:41]1[S:42][C:43]([C:46]2[CH:47]=[N:48][CH:49]=[CH:50][CH:51]=2)=[N:44][N:45]=1)=[O:40]. The yield is 0.850. (5) The reactants are C(OC([N:11]1[CH2:17][C@H:16]2[C@:13]([NH:19][C:20]([O:22][C:23]([CH3:26])([CH3:25])[CH3:24])=[O:21])([CH2:14][C@H:15]2[CH3:18])[CH2:12]1)=O)C1C=CC=CC=1.[H][H]. The catalyst is CO.[C].[Pd]. The product is [C:23]([O:22][C:20]([NH:19][C@:13]12[CH2:14][C@@H:15]([CH3:18])[C@H:16]1[CH2:17][NH:11][CH2:12]2)=[O:21])([CH3:26])([CH3:24])[CH3:25]. The yield is 0.850.